This data is from Catalyst prediction with 721,799 reactions and 888 catalyst types from USPTO. The task is: Predict which catalyst facilitates the given reaction. (1) Reactant: [NH:1]1[CH:5]=[CH:4][CH:3]=[N:2]1.C(=O)([O-])[O-].[Cs+].[Cs+].[C:12]([C:14]1([NH:17][C:18]([C@@H:20]2[CH2:24][C@@H:23]([S:25]([C:28]3[CH:33]=[CH:32][C:31](F)=[CH:30][C:29]=3[C:35]([F:38])([F:37])[F:36])(=[O:27])=[O:26])[CH2:22][N:21]2[C:39]2[N:40]([CH:45]3[CH2:48][CH2:47][CH2:46]3)[N:41]=[C:42]([CH3:44])[CH:43]=2)=[O:19])[CH2:16][CH2:15]1)#[N:13].C(OC(C)=O)(C)C. Product: [C:12]([C:14]1([NH:17][C:18]([C@@H:20]2[CH2:24][C@@H:23]([S:25]([C:28]3[CH:33]=[CH:32][C:31]([N:1]4[CH:5]=[CH:4][CH:3]=[N:2]4)=[CH:30][C:29]=3[C:35]([F:36])([F:38])[F:37])(=[O:26])=[O:27])[CH2:22][N:21]2[C:39]2[N:40]([CH:45]3[CH2:48][CH2:47][CH2:46]3)[N:41]=[C:42]([CH3:44])[CH:43]=2)=[O:19])[CH2:16][CH2:15]1)#[N:13]. The catalyst class is: 44. (2) Reactant: [CH3:1][O:2][C:3]1[CH:4]=[C:5]2[C:10](=[CH:11][CH:12]=1)[N:9]=[C:8](SC)[CH:7]=[CH:6]2.CO.[CH2:17]1COCC1.O[O:23][S:24]([O-:26])=O.[K+]. Product: [CH3:17][S:24]([C:8]1[CH:7]=[CH:6][C:5]2[C:10](=[CH:11][CH:12]=[C:3]([O:2][CH3:1])[CH:4]=2)[N:9]=1)(=[O:26])=[O:23]. The catalyst class is: 6. (3) Reactant: CS(O[CH2:6][CH2:7][CH2:8][NH:9][C:10](=[O:40])[C:11]1[CH:16]=[CH:15][C:14]([N:17]2[C:24](=[S:25])[N:23]([C:26]3[CH:27]=[N:28][C:29]([C:36]#[N:37])=[C:30]([C:32]([F:35])([F:34])[F:33])[CH:31]=3)[C:22](=[O:38])[C:18]32[CH2:21][CH2:20][CH2:19]3)=[CH:13][C:12]=1[F:39])(=O)=O.Cl.[F:42][C:43]1([F:48])[CH2:47][CH2:46][NH:45][CH2:44]1.C(N(CC)CC)C.CCOC(C)=O. Product: [C:36]([C:29]1[N:28]=[CH:27][C:26]([N:23]2[C:22](=[O:38])[C:18]3([CH2:21][CH2:20][CH2:19]3)[N:17]([C:14]3[CH:15]=[CH:16][C:11]([C:10]([NH:9][CH2:8][CH2:7][CH2:6][N:45]4[CH2:46][CH2:47][C:43]([F:48])([F:42])[CH2:44]4)=[O:40])=[C:12]([F:39])[CH:13]=3)[C:24]2=[S:25])=[CH:31][C:30]=1[C:32]([F:33])([F:35])[F:34])#[N:37]. The catalyst class is: 220. (4) Reactant: [Cl:1][C:2]1[C:3]([CH3:29])=[C:4]([NH:10][C@H:11]([C@H:26]([OH:28])[CH3:27])[C:12]([NH:14][NH:15][C:16](=[O:25])[C:17]2[CH:22]=[CH:21][C:20]([C:23]#[N:24])=[CH:19][CH:18]=2)=O)[CH:5]=[CH:6][C:7]=1[C:8]#[N:9].S(Cl)(C1C=CC(C)=CC=1)(=O)=O.C(N=P1(N(CC)CC)N(C)CCCN1C)(C)(C)C. Product: [Cl:1][C:2]1[C:3]([CH3:29])=[C:4]([NH:10][C@@H:11]([C:12]2[O:25][C:16]([C:17]3[CH:18]=[CH:19][C:20]([C:23]#[N:24])=[CH:21][CH:22]=3)=[N:15][N:14]=2)[C@H:26]([OH:28])[CH3:27])[CH:5]=[CH:6][C:7]=1[C:8]#[N:9]. The catalyst class is: 1. (5) Reactant: [Br:1][C:2]1[C:3]([CH3:8])=[N:4][NH:5][C:6]=1[CH3:7].Br[CH2:10][C:11]1([CH3:15])[CH2:14][O:13][CH2:12]1.C([O-])([O-])=O.[K+].[K+]. Product: [Br:1][C:2]1[C:3]([CH3:8])=[N:4][N:5]([CH2:10][C:11]2([CH3:15])[CH2:14][O:13][CH2:12]2)[C:6]=1[CH3:7]. The catalyst class is: 10. (6) Reactant: P([O-])([O-])([O-])=O.[K+].[K+].[K+].[C:9]([CH2:11][C:12]([O:14][CH2:15][CH3:16])=[O:13])#[N:10].[O:17]([C:24]1[CH:31]=[CH:30][C:27]([CH:28]=O)=[CH:26][CH:25]=1)[C:18]1[CH:23]=[CH:22][CH:21]=[CH:20][CH:19]=1. Product: [C:9](/[C:11](=[CH:28]\[C:27]1[CH:30]=[CH:31][C:24]([O:17][C:18]2[CH:19]=[CH:20][CH:21]=[CH:22][CH:23]=2)=[CH:25][CH:26]=1)/[C:12]([O:14][CH2:15][CH3:16])=[O:13])#[N:10]. The catalyst class is: 8.